From a dataset of Full USPTO retrosynthesis dataset with 1.9M reactions from patents (1976-2016). Predict the reactants needed to synthesize the given product. (1) The reactants are: Br[C:2]1[CH:3]=[C:4]([C:8]2[CH:13]=[CH:12][CH:11]=[CH:10][C:9]=2[O:14][CH3:15])[CH:5]=[CH:6][CH:7]=1.C([Li])CCC.[CH2:21]([O:28][C:29]1[C:34]([C:35]([C:37]2[CH:42]=[CH:41][CH:40]=[CH:39][CH:38]=2)=[O:36])=[CH:33][CH:32]=[CH:31][C:30]=1[C:43]1[CH:48]=[CH:47][CH:46]=[CH:45][CH:44]=1)[C:22]1[CH:27]=[CH:26][CH:25]=[CH:24][CH:23]=1.[Cl-].[NH4+]. Given the product [CH2:21]([O:28][C:29]1[C:34]([C:35]([C:2]2[CH:3]=[C:4]([C:8]3[CH:13]=[CH:12][CH:11]=[CH:10][C:9]=3[O:14][CH3:15])[CH:5]=[CH:6][CH:7]=2)([C:37]2[CH:38]=[CH:39][CH:40]=[CH:41][CH:42]=2)[OH:36])=[CH:33][CH:32]=[CH:31][C:30]=1[C:43]1[CH:48]=[CH:47][CH:46]=[CH:45][CH:44]=1)[C:22]1[CH:23]=[CH:24][CH:25]=[CH:26][CH:27]=1, predict the reactants needed to synthesize it. (2) Given the product [Br:1][C:2]1[N:3]=[C:4]([C:14]2[CH:15]=[CH:16][C:17]([C:20]([F:23])([F:22])[F:21])=[CH:18][CH:19]=2)[O:5][C:6]=1[C:7]1[CH:12]=[CH:11][N:10]=[C:9]([Cl:13])[N:8]=1, predict the reactants needed to synthesize it. The reactants are: [Br:1][C:2]1[N:3]=[C:4]([C:14]2[CH:19]=[CH:18][C:17]([C:20]([F:23])([F:22])[F:21])=[CH:16][CH:15]=2)[O:5][C:6]=1[CH:7]1[CH2:12][CH:11]=[N:10][C:9]([Cl:13])=[N:8]1. (3) Given the product [C:14]1([NH:20][C:21]([N:11]2[CH2:12][CH2:13][N:8]([CH2:1][C:2]3[CH:3]=[CH:4][CH:5]=[CH:6][CH:7]=3)[CH2:9][CH2:10]2)=[O:22])[CH:19]=[CH:18][CH:17]=[CH:16][CH:15]=1, predict the reactants needed to synthesize it. The reactants are: [CH2:1]([N:8]1[CH2:13][CH2:12][NH:11][CH2:10][CH2:9]1)[C:2]1[CH:7]=[CH:6][CH:5]=[CH:4][CH:3]=1.[C:14]1([N:20]=[C:21]=[O:22])[CH:19]=[CH:18][CH:17]=[CH:16][CH:15]=1. (4) The reactants are: O1[C:5]2([CH2:10][CH2:9][CH:8]([O:11][C:12]3[CH:13]=[N:14][C:15]([C:18]4[CH:19]=[C:20]([CH:35]=[CH:36][CH:37]=4)[CH2:21][C:22]4[C:27](=[O:28])[CH:26]=[CH:25][N:24]([C:29]5[CH:30]=[N:31][N:32]([CH3:34])[CH:33]=5)[N:23]=4)=[N:16][CH:17]=3)[CH2:7][CH2:6]2)[O:4]CC1.ClC1C=C(C2N=CC(OC3CCC(=O)CC3)=CN=2)C=CC=1. Given the product [CH3:34][N:32]1[CH:33]=[C:29]([N:24]2[CH:25]=[CH:26][C:27](=[O:28])[C:22]([CH2:21][C:20]3[CH:35]=[CH:36][CH:37]=[C:18]([C:15]4[N:16]=[CH:17][C:12]([O:11][CH:8]5[CH2:9][CH2:10][C:5](=[O:4])[CH2:6][CH2:7]5)=[CH:13][N:14]=4)[CH:19]=3)=[N:23]2)[CH:30]=[N:31]1, predict the reactants needed to synthesize it. (5) Given the product [Br:1][C:2]1[CH:8]=[C:7]2[C:5](=[CH:4][CH:3]=1)[N:6]=[C:19]([Cl:24])[C:15]([C:9]1[CH:14]=[CH:13][CH:12]=[CH:11][CH:10]=1)=[C:27]2[Cl:29], predict the reactants needed to synthesize it. The reactants are: [Br:1][C:2]1[CH:8]=[CH:7][C:5]([NH2:6])=[CH:4][CH:3]=1.[C:9]1([CH:15]([C:19](O)=O)C(O)=O)[CH:14]=[CH:13][CH:12]=[CH:11][CH:10]=1.P(Cl)(Cl)([Cl:24])=O.[CH2:27]([Cl:29])Cl. (6) Given the product [CH3:1][CH2:2][C@H:3]1[O:18][C:16](=[O:17])[C@H:15]([CH3:19])[C@@H:14]([O:20][C@@H:21]2[O:26][C@@H:25]([CH3:27])[C@H:24]([OH:28])[C@@:23]([O:30][CH3:31])([CH3:29])[CH2:22]2)[C@H:13]([CH3:32])[C@@H:12]([O:33][C@@H:34]2[O:39][C@H:38]([CH3:40])[CH2:37][C@H:36]([N:41]([CH3:42])[CH3:43])[C@H:35]2[OH:44])[C@:11]2([CH3:45])[O:8][C:7](=[C:9]([CH3:47])[CH2:10]2)[C@H:6]([CH3:48])[C@@H:5]([OH:49])[C@@:4]1([OH:51])[CH3:50], predict the reactants needed to synthesize it. The reactants are: [CH3:1][CH2:2][C@H:3]1[O:18][C:16](=[O:17])[C@H:15]([CH3:19])[C@@H:14]([O:20][C@@H:21]2[O:26][C@@H:25]([CH3:27])[C@H:24]([OH:28])[C@@:23]([O:30][CH3:31])([CH3:29])[CH2:22]2)[C@H:13]([CH3:32])[C@@H:12]([O:33][C@@H:34]2[O:39][C@H:38]([CH3:40])[CH2:37][C@H:36]([N:41]([CH3:43])[CH3:42])[C@H:35]2[OH:44])[C@@:11](O)([CH3:45])[CH2:10][C@@H:9]([CH3:47])[C:7](=[O:8])[C@H:6]([CH3:48])[C@@H:5]([OH:49])[C@@:4]1([OH:51])[CH3:50].C([O-])(O)=O.[Na+]. (7) Given the product [F:17][C:15]1[CH:14]=[CH:13][C:10]([C:11]#[N:12])=[C:9]([N:4]2[CH2:3][C:2]([CH3:18])([CH3:1])[N:6]([CH3:22])[S:5]2(=[O:8])=[O:7])[CH:16]=1, predict the reactants needed to synthesize it. The reactants are: [CH3:1][C:2]1([CH3:18])[NH:6][S:5](=[O:8])(=[O:7])[N:4]([C:9]2[CH:16]=[C:15]([F:17])[CH:14]=[CH:13][C:10]=2[C:11]#[N:12])[CH2:3]1.[H-].[Na+].I[CH3:22]. (8) Given the product [NH:4]1[C:12]2[C:7](=[CH:8][CH:9]=[C:10]([C:13]([O:15][CH3:3])=[O:14])[CH:11]=2)[CH:6]=[CH:5]1, predict the reactants needed to synthesize it. The reactants are: [N+](=[CH2:3])=[N-].[NH:4]1[C:12]2[C:7](=[CH:8][CH:9]=[C:10]([C:13]([OH:15])=[O:14])[CH:11]=2)[CH:6]=[CH:5]1.